Dataset: Reaction yield outcomes from USPTO patents with 853,638 reactions. Task: Predict the reaction yield, written as a fraction of the theoretical maximum amount of product (1.0 means a 100% yield; for example, 0.34 means a 34% yield). (1) The reactants are [C:1]([O-:4])([O-])=O.[K+].[K+].CS(N)(=O)=O.[CH:12]1([Si:18]([CH3:21])(C)[CH3:19])C=CCC=C1.S([O-])([O-])=[O:23].[Na+].[Na+].[CH2:28]1C[CH2:32][CH2:31][CH2:30][CH2:29]1. The catalyst is [C-]#N.[C-]#N.[C-]#N.[C-]#N.[C-]#N.[C-]#N.[K+].[K+].[K+].[Fe+3].N12CCC(CC1)CC2.CCOC(C)=O.CC(O)(C)C.O. The product is [CH3:12][Si:18]([C:1]1([OH:4])[CH2:32][CH:31]=[CH:30][CH2:29][CH:28]1[OH:23])([CH3:21])[CH3:19]. The yield is 0.630. (2) The reactants are [C:1]([N:6]1[CH2:11][CH2:10][N:9]([C:12]([C:14]2[CH:15]=[C:16]([CH:19]=[CH:20][CH:21]=2)[CH:17]=O)=[O:13])[CH2:8][CH2:7]1)(=[O:5])[CH:2]([CH3:4])[CH3:3].[N:22]1[CH:27]=[CH:26][C:25](/[CH:28]=[N:29]/[C:30]2[CH:38]=[CH:37][CH:36]=C3C=2COC3=O)=[CH:24][CH:23]=1.[CH3:40][O-:41].[Na+].CO.[C:45]([O:49][CH2:50]C)(=[O:48])[CH2:46][CH3:47]. No catalyst specified. The product is [C:1]([N:6]1[CH2:11][CH2:10][N:9]([C:12]([C:14]2[CH:15]=[C:16]([CH:17]3[C:40](=[O:41])[C:47]4[C:46]([C:45]([O:49][CH3:50])=[O:48])=[CH:36][CH:37]=[CH:38][C:30]=4[NH:29][CH:28]3[C:25]3[CH:24]=[CH:23][N:22]=[CH:27][CH:26]=3)[CH:19]=[CH:20][CH:21]=2)=[O:13])[CH2:8][CH2:7]1)(=[O:5])[CH:2]([CH3:4])[CH3:3]. The yield is 0.260. (3) The reactants are [CH2:1]([Mg]Br)[CH:2]([CH3:4])[CH3:3].[CH:7](=[O:14])[C:8]1[CH:13]=[CH:12][CH:11]=[CH:10][CH:9]=1.[Cl-].[NH4+]. The catalyst is O1CCCC1. The product is [CH3:3][CH:2]([CH3:4])[CH2:1][CH:7]([C:8]1[CH:13]=[CH:12][CH:11]=[CH:10][CH:9]=1)[OH:14]. The yield is 0.500. (4) The reactants are [C:1]([C:4]1[C:12]2[C:7](=[N:8][CH:9]=[CH:10][C:11]=2[O:13][CH3:14])[NH:6][CH:5]=1)(=[O:3])[CH3:2].S(OC)(O[CH3:19])(=O)=O.C([O-])([O-])=O.[K+].[K+]. The catalyst is CC(C)=O.O.CCOC(C)=O. The product is [C:1]([C:4]1[C:12]2[C:7](=[N:8][CH:9]=[CH:10][C:11]=2[O:13][CH3:14])[N:6]([CH3:19])[CH:5]=1)(=[O:3])[CH3:2]. The yield is 0.810. (5) The reactants are NC1C=CC(F)=CC=1C(O)=O.FC1C=CC2NC(=O)OC(=O)C=2C=1.[NH2:25][C:26]1[CH:36]=[CH:35][C:34]([F:37])=[CH:33][C:27]=1[C:28]([NH:30][O:31][CH3:32])=[O:29].[Cl:38][C:39]1[CH:44]=[C:43](I)[C:42]([C:46]([F:49])([F:48])[F:47])=[CH:41][N:40]=1.CC1(C)C2C=CC=C(P(C3C=CC=CC=3)C3C=CC=CC=3)C=2OC2C1=CC=CC=2P(C1C=CC=CC=1)C1C=CC=CC=1.C(=O)([O-])[O-].[Cs+].[Cs+]. The catalyst is C([O-])(=O)C.[Pd+2].C([O-])(=O)C.O1CCOCC1. The product is [Cl:38][C:39]1[CH:44]=[C:43]([NH:25][C:26]2[CH:36]=[CH:35][C:34]([F:37])=[CH:33][C:27]=2[C:28]([NH:30][O:31][CH3:32])=[O:29])[C:42]([C:46]([F:47])([F:48])[F:49])=[CH:41][N:40]=1. The yield is 0.400.